This data is from Forward reaction prediction with 1.9M reactions from USPTO patents (1976-2016). The task is: Predict the product of the given reaction. Given the reactants [H-].[Na+].[CH:3]1([CH2:6][OH:7])[CH2:5][CH2:4]1.Cl[C:9]1[N:10]2[C:15]([CH:16]=[CH:17][CH:18]=1)=[C:14]([C:19]1[C:24]([Cl:25])=[CH:23][CH:22]=[CH:21][C:20]=1[Cl:26])[C:13](=[O:27])[CH:12]=[CH:11]2, predict the reaction product. The product is: [CH:3]1([CH2:6][O:7][C:9]2[N:10]3[C:15]([CH:16]=[CH:17][CH:18]=2)=[C:14]([C:19]2[C:20]([Cl:26])=[CH:21][CH:22]=[CH:23][C:24]=2[Cl:25])[C:13](=[O:27])[CH:12]=[CH:11]3)[CH2:5][CH2:4]1.